Dataset: Full USPTO retrosynthesis dataset with 1.9M reactions from patents (1976-2016). Task: Predict the reactants needed to synthesize the given product. Given the product [Cl:2][C:3]1[CH:4]=[C:5]([CH:22]=[CH:23][C:24]=1[Cl:25])[O:6][CH:7]1[CH2:12][CH2:11][N:10]([CH2:13][CH:15]2[CH2:19][CH:18]([OH:20])[CH:17]([OH:21])[CH2:16]2)[CH2:9][CH2:8]1, predict the reactants needed to synthesize it. The reactants are: B.[Cl:2][C:3]1[CH:4]=[C:5]([CH:22]=[CH:23][C:24]=1[Cl:25])[O:6][CH:7]1[CH2:12][CH2:11][N:10]([C:13]([CH:15]2[CH2:19][CH:18]([OH:20])[CH:17]([OH:21])[CH2:16]2)=O)[CH2:9][CH2:8]1.